Regression. Given a peptide amino acid sequence and an MHC pseudo amino acid sequence, predict their binding affinity value. This is MHC class II binding data. From a dataset of Peptide-MHC class II binding affinity with 134,281 pairs from IEDB. (1) The peptide sequence is KGNKTCGFVDERGLY. The MHC is HLA-DPA10201-DPB10501 with pseudo-sequence HLA-DPA10201-DPB10501. The binding affinity (normalized) is 0.0866. (2) The peptide sequence is APADDKFTVFEAAFN. The MHC is DRB1_0802 with pseudo-sequence DRB1_0802. The binding affinity (normalized) is 0.228. (3) The peptide sequence is KRWIILGLNKIVRMY. The MHC is DRB1_0405 with pseudo-sequence DRB1_0405. The binding affinity (normalized) is 0.445. (4) The peptide sequence is LLGQNTAAIAAIEAQ. The MHC is DRB3_0202 with pseudo-sequence DRB3_0202. The binding affinity (normalized) is 0.509. (5) The peptide sequence is GLHFHEMNNGGDAMY. The MHC is HLA-DQA10501-DQB10302 with pseudo-sequence HLA-DQA10501-DQB10302. The binding affinity (normalized) is 0.267. (6) The peptide sequence is GIRHLFGNYITNDSY. The MHC is DRB1_0802 with pseudo-sequence DRB1_0802. The binding affinity (normalized) is 0.0632. (7) The peptide sequence is DIKVQFQSGGANSPALYLLD. The MHC is DRB1_1101 with pseudo-sequence DRB1_1101. The binding affinity (normalized) is 0.0781.